The task is: Predict the product of the given reaction.. This data is from Forward reaction prediction with 1.9M reactions from USPTO patents (1976-2016). (1) Given the reactants [N:1]1([C:7]2[S:8][C:9](=[CH:13][C:14]3[CH:19]=[CH:18][C:17]([N:20]4[CH2:25][CH2:24][C:23](=O)[CH2:22][CH2:21]4)=[CH:16][CH:15]=3)[C:10](=[O:12])[N:11]=2)[CH2:6][CH2:5][O:4][CH2:3][CH2:2]1.[OH:27][C@@H:28]([CH2:41][NH2:42])[CH2:29][O:30][C:31]1[C:39]2[NH:38][C:37](=[O:40])[NH:36][C:35]=2[CH:34]=[CH:33][CH:32]=1, predict the reaction product. The product is: [OH:27][C@@H:28]([CH2:41][NH:42][CH:23]1[CH2:22][CH2:21][N:20]([C:17]2[CH:18]=[CH:19][C:14]([CH:13]=[C:9]3[S:8][C:7]([N:1]4[CH2:2][CH2:3][O:4][CH2:5][CH2:6]4)=[N:11][C:10]3=[O:12])=[CH:15][CH:16]=2)[CH2:25][CH2:24]1)[CH2:29][O:30][C:31]1[C:39]2[NH:38][C:37](=[O:40])[NH:36][C:35]=2[CH:34]=[CH:33][CH:32]=1. (2) Given the reactants [NH2:1][C@H:2]([C:6]1[S:7][CH:8]=[CH:9][CH:10]=1)[C:3](O)=O.C[O:12][C:13](=O)[C@H:14]([CH2:16][CH:17]([CH3:19])[CH3:18])[NH2:15].C([C@@H]1NC[C@H](CC(C)C)NC1=O)C(C)C, predict the reaction product. The product is: [CH2:16]([C@@H:14]1[NH:15][CH2:3][C@@H:2]([C:6]2[S:7][CH:8]=[CH:9][CH:10]=2)[NH:1][C:13]1=[O:12])[CH:17]([CH3:19])[CH3:18]. (3) Given the reactants [F:1][C:2]([F:11])([F:10])[C:3]1[N:8]=[C:7]([OH:9])[CH:6]=[CH:5][CH:4]=1.[F:12][C:13]1[CH:14]=[C:15]([CH:18]=[CH:19][C:20]=1F)[CH:16]=[O:17].C([O-])([O-])=O.[K+].[K+], predict the reaction product. The product is: [F:12][C:13]1[CH:14]=[C:15]([CH:18]=[CH:19][C:20]=1[O:9][C:7]1[CH:6]=[CH:5][CH:4]=[C:3]([C:2]([F:1])([F:10])[F:11])[N:8]=1)[CH:16]=[O:17].